From a dataset of Peptide-MHC class I binding affinity with 185,985 pairs from IEDB/IMGT. Regression. Given a peptide amino acid sequence and an MHC pseudo amino acid sequence, predict their binding affinity value. This is MHC class I binding data. (1) The peptide sequence is RELYYRLKF. The MHC is HLA-B08:02 with pseudo-sequence HLA-B08:02. The binding affinity (normalized) is 0.0847. (2) The peptide sequence is STPQGLVKRF. The MHC is HLA-A26:01 with pseudo-sequence HLA-A26:01. The binding affinity (normalized) is 0.435. (3) The peptide sequence is SLLEMCHST. The MHC is HLA-A02:01 with pseudo-sequence HLA-A02:01. The binding affinity (normalized) is 0.622. (4) The peptide sequence is KACDLAMCY. The MHC is HLA-B18:01 with pseudo-sequence HLA-B18:01. The binding affinity (normalized) is 0.0847. (5) The peptide sequence is FVEALARSI. The binding affinity (normalized) is 0.360. The MHC is HLA-A02:01 with pseudo-sequence HLA-A02:01. (6) The peptide sequence is KIEDLINQL. The binding affinity (normalized) is 0.366. The MHC is HLA-A68:02 with pseudo-sequence HLA-A68:02. (7) The peptide sequence is RLFYTFFSY. The MHC is HLA-A11:01 with pseudo-sequence HLA-A11:01. The binding affinity (normalized) is 1.00. (8) The peptide sequence is RECGARVIL. The binding affinity (normalized) is 0.0847. The MHC is HLA-B15:17 with pseudo-sequence HLA-B15:17.